From a dataset of Full USPTO retrosynthesis dataset with 1.9M reactions from patents (1976-2016). Predict the reactants needed to synthesize the given product. (1) Given the product [Cl:21][C:18]1[CH:19]=[CH:20][C:15]([NH:14][C:12]([O:11][CH:4]([C:5]2[CH:6]=[CH:7][CH:8]=[CH:9][CH:10]=2)[C:3]([OH:22])=[O:2])=[O:13])=[CH:16][CH:17]=1, predict the reactants needed to synthesize it. The reactants are: C[O:2][C:3](=[O:22])[CH:4]([O:11][C:12]([NH:14][C:15]1[CH:20]=[CH:19][C:18]([Cl:21])=[CH:17][CH:16]=1)=[O:13])[C:5]1[CH:10]=[CH:9][CH:8]=[CH:7][CH:6]=1.[OH-].[Na+]. (2) Given the product [Cl:27][C:28]1[CH:29]=[C:30]([CH:33]=[CH:34][C:35]=1[CH3:36])[CH2:31][NH:32][C:4]([C:6]1[N:7]=[C:8]([C:15]2[CH:20]=[CH:19][CH:18]=[CH:17][C:16]=2[S:21](=[O:26])(=[O:25])[N:22]([CH3:23])[CH3:24])[N:9]([CH3:14])[C:10](=[O:13])[C:11]=1[OH:12])=[O:3], predict the reactants needed to synthesize it. The reactants are: C([O:3][C:4]([C:6]1[N:7]=[C:8]([C:15]2[CH:20]=[CH:19][CH:18]=[CH:17][C:16]=2[S:21](=[O:26])(=[O:25])[N:22]([CH3:24])[CH3:23])[N:9]([CH3:14])[C:10](=[O:13])[C:11]=1[OH:12])=O)C.[Cl:27][C:28]1[CH:29]=[C:30]([CH:33]=[CH:34][C:35]=1[CH3:36])[CH2:31][NH2:32]. (3) The reactants are: [Cl:1][C:2]1[CH:7]=[CH:6][CH:5]=[C:4]([Cl:8])[C:3]=1[C:9]1[S:10][C:11]2[C:12]([NH2:19])=[N:13][CH:14]=[C:15]([F:18])[C:16]=2[N:17]=1.[C:20]([O:24][C:25](=[O:27])N)(C)(C)C.C(O)(C(F)(F)F)=O. Given the product [CH3:20][O:24][C:25](=[O:27])[NH:19][C:12]1[C:11]2[S:10][C:9]([C:3]3[C:4]([Cl:8])=[CH:5][CH:6]=[CH:7][C:2]=3[Cl:1])=[N:17][C:16]=2[C:15]([F:18])=[CH:14][N:13]=1, predict the reactants needed to synthesize it. (4) Given the product [CH3:1][O:2][C:3](=[O:12])[CH:4]([N:26]1[CH2:27][CH2:28][N:23]([C:20](=[O:22])[CH3:21])[CH2:24][CH2:25]1)[C:6]1[CH:11]=[CH:10][CH:9]=[CH:8][CH:7]=1, predict the reactants needed to synthesize it. The reactants are: [CH3:1][O:2][C:3](=[O:12])[CH:4]([C:6]1[CH:11]=[CH:10][CH:9]=[CH:8][CH:7]=1)Br.C(N(CC)CC)C.[C:20]([N:23]1[CH2:28][CH2:27][NH:26][CH2:25][CH2:24]1)(=[O:22])[CH3:21]. (5) The reactants are: [F:1][CH:2]([F:35])[O:3][C:4]1[CH:5]=[C:6]([CH:22]2[CH2:27][CH2:26][N:25](C(OC(C)(C)C)=O)[CH2:24][CH2:23]2)[CH:7]=[CH:8][C:9]=1[N:10]([CH3:21])[C:11]1[N:16]=[CH:15][C:14]2[N:17]=[CH:18][N:19]([CH3:20])[C:13]=2[CH:12]=1.FC(F)(F)C(O)=O. Given the product [F:35][CH:2]([F:1])[O:3][C:4]1[CH:5]=[C:6]([CH:22]2[CH2:27][CH2:26][NH:25][CH2:24][CH2:23]2)[CH:7]=[CH:8][C:9]=1[N:10]([CH3:21])[C:11]1[N:16]=[CH:15][C:14]2[N:17]=[CH:18][N:19]([CH3:20])[C:13]=2[CH:12]=1, predict the reactants needed to synthesize it. (6) Given the product [Cl:1][C:2]1[CH:25]=[CH:24][CH:23]=[C:22]([C:26]([F:29])([F:28])[F:27])[C:3]=1[C:4]([N:6]1[C:14]2[C:9](=[C:10]([F:15])[CH:11]=[CH:12][CH:13]=2)[C:8]([C:16](=[O:17])[CH:30]=[CH2:31])=[N:7]1)=[O:5], predict the reactants needed to synthesize it. The reactants are: [Cl:1][C:2]1[CH:25]=[CH:24][CH:23]=[C:22]([C:26]([F:29])([F:28])[F:27])[C:3]=1[C:4]([N:6]1[C:14]2[C:9](=[C:10]([F:15])[CH:11]=[CH:12][CH:13]=2)[C:8]([C:16](N(OC)C)=[O:17])=[N:7]1)=[O:5].[CH:30]([Mg]Br)=[CH2:31].Cl. (7) Given the product [CH3:14][C:15]1[C:19]([C:20]([N:22]2[CH2:23][CH2:24][N:25]([CH3:28])[CH2:26][CH2:27]2)=[O:21])=[C:18]([CH3:29])[NH:17][C:16]=1[CH:30]=[C:6]1[C:5]2[C:9](=[CH:10][CH:11]=[CH:12][C:4]=2[CH2:3][CH2:2][OH:1])[NH:8][C:7]1=[O:13], predict the reactants needed to synthesize it. The reactants are: [OH:1][CH2:2][CH2:3][C:4]1[CH:12]=[CH:11][CH:10]=[C:9]2[C:5]=1[CH2:6][C:7](=[O:13])[NH:8]2.[CH3:14][C:15]1[C:19]([C:20]([N:22]2[CH2:27][CH2:26][N:25]([CH3:28])[CH2:24][CH2:23]2)=[O:21])=[C:18]([CH3:29])[NH:17][C:16]=1[CH:30]=O.